Task: Predict the reaction yield, written as a fraction of the theoretical maximum amount of product (1.0 means a 100% yield; for example, 0.34 means a 34% yield).. Dataset: Reaction yield outcomes from USPTO patents with 853,638 reactions (1) The reactants are O[C:2]1[C:7]([NH:8][C:9](=[O:17])[C:10]2[CH:15]=[CH:14][C:13]([F:16])=[CH:12][CH:11]=2)=[C:6](O)[N:5]=[CH:4][N:3]=1.C(N(C(C)C)CC)(C)C.O=P(Cl)(Cl)[Cl:30]. No catalyst specified. The product is [Cl:30][C:6]1[C:7]2[N:8]=[C:9]([C:10]3[CH:11]=[CH:12][C:13]([F:16])=[CH:14][CH:15]=3)[O:17][C:2]=2[N:3]=[CH:4][N:5]=1. The yield is 0.300. (2) The product is [CH3:1][NH:8][CH2:9][CH2:10][CH:11]1[CH2:16][CH2:15][N:14]([C:17]2[CH:18]=[CH:19][N:20]=[CH:21][CH:22]=2)[CH2:13][CH2:12]1. The catalyst is CO. The yield is 0.300. The reactants are [CH2:1]([N:8](C)[CH2:9][CH2:10][CH:11]1[CH2:16][CH2:15][N:14]([C:17]2[CH:22]=[CH:21][N:20]=[CH:19][CH:18]=2)[CH2:13][CH2:12]1)C1C=CC=CC=1. (3) The reactants are [Cl:1][C:2]1[C:3]([O:12][C:13]2[CH:18]=[C:17]([O:19][CH2:20][CH2:21][O:22][CH:23]3[CH2:25][CH2:24]3)[CH:16]=[CH:15][C:14]=2/[CH:26]=[CH:27]/[C:28]([NH:30][S:31]([CH2:34][CH2:35][CH2:36][CH2:37][CH3:38])(=[O:33])=[O:32])=[O:29])=[N:4][CH:5]=[C:6]([C:8]([F:11])([F:10])[F:9])[CH:7]=1. The catalyst is O1CCCC1.CO.[Pt](=O)=O. The product is [Cl:1][C:2]1[C:3]([O:12][C:13]2[CH:18]=[C:17]([O:19][CH2:20][CH2:21][O:22][CH:23]3[CH2:24][CH2:25]3)[CH:16]=[CH:15][C:14]=2[CH2:26][CH2:27][C:28]([NH:30][S:31]([CH2:34][CH2:35][CH2:36][CH2:37][CH3:38])(=[O:32])=[O:33])=[O:29])=[N:4][CH:5]=[C:6]([C:8]([F:10])([F:9])[F:11])[CH:7]=1. The yield is 0.850. (4) The reactants are C(OC([N:8]1[CH2:13][CH2:12][CH2:11][C@H:10]([C:14]2[O:18][N:17]=[C:16]([O:19][C:20]3[CH:25]=[CH:24][CH:23]=[CH:22][CH:21]=3)[N:15]=2)[CH2:9]1)=O)(C)(C)C.[ClH:26]. The catalyst is C(Cl)Cl. The product is [ClH:26].[O:19]([C:16]1[N:15]=[C:14]([C@H:10]2[CH2:11][CH2:12][CH2:13][NH:8][CH2:9]2)[O:18][N:17]=1)[C:20]1[CH:21]=[CH:22][CH:23]=[CH:24][CH:25]=1. The yield is 0.330. (5) The reactants are [H-].[Na+].Br[CH2:4][CH2:5][O:6][C:7]1[CH:12]=[CH:11][C:10]([F:13])=[CH:9][C:8]=1[C:14](=[O:16])[CH3:15]. The catalyst is C1COCC1. The product is [F:13][C:10]1[CH:11]=[CH:12][C:7]2[O:6][CH2:5][CH2:4][CH2:15][C:14](=[O:16])[C:8]=2[CH:9]=1. The yield is 0.562. (6) The reactants are [C:1]1([C:7]([SH:20])([C:14]2[CH:19]=[CH:18][CH:17]=[CH:16][CH:15]=2)[C:8]2[CH:13]=[CH:12][CH:11]=[CH:10][CH:9]=2)[CH:6]=[CH:5][CH:4]=[CH:3][CH:2]=1.[N:21](OC(C)(C)C)=[O:22]. The catalyst is C(Cl)Cl. The product is [N:21]([S:20][C:7]([C:8]1[CH:13]=[CH:12][CH:11]=[CH:10][CH:9]=1)([C:14]1[CH:15]=[CH:16][CH:17]=[CH:18][CH:19]=1)[C:1]1[CH:6]=[CH:5][CH:4]=[CH:3][CH:2]=1)=[O:22]. The yield is 0.980. (7) The reactants are [F:1][C:2]([F:18])([F:17])[C:3]1[CH:8]=[CH:7][C:6]([NH:9][C@H:10]([CH2:15][CH3:16])[CH2:11][C:12]([NH2:14])=[O:13])=[CH:5][CH:4]=1.Cl[C:20]([O:22][CH3:23])=[O:21].CC(C)([O-])C.[Li+]. The catalyst is C(OC(C)C)(C)C. The product is [CH3:23][O:22][C:20](=[O:21])[NH:14][C:12](=[O:13])[CH2:11][C@H:10]([NH:9][C:6]1[CH:7]=[CH:8][C:3]([C:2]([F:17])([F:18])[F:1])=[CH:4][CH:5]=1)[CH2:15][CH3:16]. The yield is 0.940. (8) The reactants are [N:1]([CH2:4][CH:5]1[O:9][C:8](=[O:10])[N:7]([C:11]2[CH:12]=[CH:13][C:14]3[CH2:20][CH2:19][C:18](=[O:21])[CH2:17][CH2:16][C:15]=3[CH:22]=2)[CH2:6]1)=[N+]=[N-].[H][H]. The catalyst is C(OCC)(=O)C.[Pd]. The product is [NH2:1][CH2:4][CH:5]1[O:9][C:8](=[O:10])[N:7]([C:11]2[CH:12]=[CH:13][C:14]3[CH2:20][CH2:19][C:18](=[O:21])[CH2:17][CH2:16][C:15]=3[CH:22]=2)[CH2:6]1. The yield is 0.870. (9) The yield is 0.960. The catalyst is CN(C)C=O. The reactants are [Br:1][C:2]1[C:3]([O:10][C:11]2[CH:16]=[CH:15][C:14]([F:17])=[CH:13][C:12]=2[F:18])=[N:4][CH:5]=[C:6]([CH2:8]Br)[CH:7]=1.[CH3:19][S-:20].[Na+]. The product is [Br:1][C:2]1[C:3]([O:10][C:11]2[CH:16]=[CH:15][C:14]([F:17])=[CH:13][C:12]=2[F:18])=[N:4][CH:5]=[C:6]([CH2:8][S:20][CH3:19])[CH:7]=1.